Dataset: Forward reaction prediction with 1.9M reactions from USPTO patents (1976-2016). Task: Predict the product of the given reaction. (1) Given the reactants [O:1]=[C:2]1[CH2:6][O:5][C:4]([NH:7][C:8]2[CH:13]=[CH:12][CH:11]=[CH:10]C=2)=[C:3]1[C:14]([O:16][CH3:17])=[O:15].ClCC(=O)CC(OC)=O.C1(N=C=O)C=CC=CC=1.[NH:36]1[C:44]2[C:39](=[CH:40][CH:41]=[CH:42][N:43]=2)[C:38]([CH:45]=O)=[CH:37]1.N1CCCCC1, predict the reaction product. The product is: [NH:36]1[C:44]2=[N:43][CH:42]=[CH:41][CH:40]=[C:39]2[C:38]([CH:45]=[C:6]2[O:5][C:4]([N:7]3[CH2:8][CH2:13][CH2:12][CH2:11][CH2:10]3)=[C:3]([C:14]([O:16][CH3:17])=[O:15])[C:2]2=[O:1])=[CH:37]1. (2) Given the reactants Br[C:2]1[CH:3]=[CH:4][C:5]([C:8]2[CH2:12][C@@H:11]([CH2:13][NH:14][CH2:15][CH2:16][OH:17])[O:10][N:9]=2)=[N:6][CH:7]=1.[F:18][C:19]1[CH:20]=[C:21]([N:34]2[CH2:38][C@H:37]([CH2:39][N:40]3[CH:44]=[CH:43][N:42]=[N:41]3)[O:36][C:35]2=[O:45])[CH:22]=[CH:23][C:24]=1B1OC(C)(C)C(C)(C)O1.C(=O)([O-])[O-].[K+].[K+].CO, predict the reaction product. The product is: [F:18][C:19]1[CH:20]=[C:21]([N:34]2[CH2:38][C@H:37]([CH2:39][N:40]3[CH:44]=[CH:43][N:42]=[N:41]3)[O:36][C:35]2=[O:45])[CH:22]=[CH:23][C:24]=1[C:2]1[CH:7]=[N:6][C:5]([C:8]2[CH2:12][C@@H:11]([CH2:13][NH:14][CH2:15][CH2:16][OH:17])[O:10][N:9]=2)=[CH:4][CH:3]=1. (3) Given the reactants [CH2:1]([O:3][CH:4]([C:11]1[CH:16]=[CH:15][C:14]([OH:17])=[CH:13][CH:12]=1)[CH2:5][C:6]([O:8][CH2:9][CH3:10])=[O:7])[CH3:2].[F:18][C:19]([F:30])([F:29])[O:20][C:21]1[CH:22]=[C:23]([CH:26]=[CH:27][CH:28]=1)[CH2:24]O.C1(P(C2C=CC=CC=2)C2C=CC=CC=2)C=CC=CC=1.C1(C)C=CC=CC=1.N(C(OCC)=O)=NC(OCC)=O, predict the reaction product. The product is: [CH2:1]([O:3][CH:4]([C:11]1[CH:12]=[CH:13][C:14]([O:17][CH2:24][C:23]2[CH:26]=[CH:27][CH:28]=[C:21]([O:20][C:19]([F:18])([F:29])[F:30])[CH:22]=2)=[CH:15][CH:16]=1)[CH2:5][C:6]([O:8][CH2:9][CH3:10])=[O:7])[CH3:2].